From a dataset of Peptide-MHC class I binding affinity with 185,985 pairs from IEDB/IMGT. Regression. Given a peptide amino acid sequence and an MHC pseudo amino acid sequence, predict their binding affinity value. This is MHC class I binding data. (1) The peptide sequence is LASCMGLIY. The MHC is HLA-B53:01 with pseudo-sequence HLA-B53:01. The binding affinity (normalized) is 0.316. (2) The peptide sequence is RLESYHRFDM. The MHC is HLA-A02:01 with pseudo-sequence HLA-A02:01. The binding affinity (normalized) is 0.250. (3) The peptide sequence is ILALFLAHY. The MHC is HLA-B15:01 with pseudo-sequence HLA-B15:01. The binding affinity (normalized) is 0.632. (4) The peptide sequence is VTFFCVMTY. The MHC is HLA-A11:01 with pseudo-sequence HLA-A11:01. The binding affinity (normalized) is 0.499. (5) The MHC is HLA-B18:01 with pseudo-sequence HLA-B18:01. The peptide sequence is NIYETEFFM. The binding affinity (normalized) is 0.0847.